This data is from Forward reaction prediction with 1.9M reactions from USPTO patents (1976-2016). The task is: Predict the product of the given reaction. (1) Given the reactants C[O:2][C:3](=O)[CH2:4][C:5]1[CH:14]=[CH:13][CH:12]=[C:11]2[C:6]=1[CH:7]=[CH:8][C:9]([Cl:15])=[N:10]2.C1COCC1.[H-].[H-].[H-].[H-].[Li+].[Al+3].C(OCC)(=O)C, predict the reaction product. The product is: [Cl:15][C:9]1[CH:8]=[CH:7][C:6]2[C:11](=[CH:12][CH:13]=[CH:14][C:5]=2[CH2:4][CH2:3][OH:2])[N:10]=1. (2) Given the reactants [Br:1][C:2]1[C:11]2[C:6](=[CH:7][CH:8]=[C:9]([Cl:12])[CH:10]=2)[CH:5]=[CH:4][C:3]=1[CH:13]=O.[OH-].[K+].O.NN, predict the reaction product. The product is: [Br:1][C:2]1[C:11]2[C:6](=[CH:7][CH:8]=[C:9]([Cl:12])[CH:10]=2)[CH:5]=[CH:4][C:3]=1[CH3:13].